This data is from Forward reaction prediction with 1.9M reactions from USPTO patents (1976-2016). The task is: Predict the product of the given reaction. Given the reactants C([C:5]1N=C(N2CCC(F)(F)C2)[C:8]2[C:9](=[N:11][N:12](CC)[N:13]=2)[N:10]=1)(C)(C)C.[C:23]([NH:27][C:28]1[N:29]=[C:30]([N:37]2[CH2:41][CH2:40][C@H:39]([OH:42])[CH2:38]2)[C:31]2[N:36]=[N:35][NH:34][C:32]=2[N:33]=1)([CH3:26])([CH3:25])[CH3:24].ClCC1N(C)N=NN=1, predict the reaction product. The product is: [C:23]([NH:27][C:28]1[N:29]=[C:30]([N:37]2[CH2:41][CH2:40][C@H:39]([OH:42])[CH2:38]2)[C:31]2[C:32](=[N:34][N:35]([CH2:8][C:9]3[N:10]([CH3:5])[N:13]=[N:12][N:11]=3)[N:36]=2)[N:33]=1)([CH3:26])([CH3:24])[CH3:25].